From a dataset of Full USPTO retrosynthesis dataset with 1.9M reactions from patents (1976-2016). Predict the reactants needed to synthesize the given product. (1) Given the product [CH2:16]([N:12]1[CH2:13][CH2:14][CH2:15][C@H:11]1[C:9]([OH:10])=[O:8])[CH3:17], predict the reactants needed to synthesize it. The reactants are: C([O:8][C:9]([CH:11]1[CH2:15][CH2:14][CH2:13][N:12]1[CH2:16][CH3:17])=[O:10])C1C=CC=CC=1. (2) Given the product [Cl:15][C:16]1[CH:22]=[CH:21][C:20]([O:23][CH3:24])=[CH:19][C:17]=1[NH:18][C:2]1[CH:7]=[C:6]([CH3:8])[N:5]=[C:4]([C:9]2[CH:14]=[CH:13][CH:12]=[CH:11][N:10]=2)[N:3]=1, predict the reactants needed to synthesize it. The reactants are: Cl[C:2]1[CH:7]=[C:6]([CH3:8])[N:5]=[C:4]([C:9]2[CH:14]=[CH:13][CH:12]=[CH:11][N:10]=2)[N:3]=1.[Cl:15][C:16]1[CH:22]=[CH:21][C:20]([O:23][CH3:24])=[CH:19][C:17]=1[NH2:18]. (3) Given the product [N+:25]([C:21]1[CH:20]=[C:19]([CH:24]=[CH:23][CH:22]=1)[O:18][C:15]1[CH:16]=[CH:17][C:12]2[N:13]([CH:28]=[C:29]([NH2:31])[N:11]=2)[CH:14]=1)([O-:27])=[O:26], predict the reactants needed to synthesize it. The reactants are: CC1C=CC(S([NH:11][CH:12]2[CH:17]=[CH:16][C:15]([O:18][C:19]3[CH:24]=[CH:23][CH:22]=[C:21]([N+:25]([O-:27])=[O:26])[CH:20]=3)=[CH:14][N:13]2[CH2:28][C:29]([NH2:31])=O)(=O)=O)=CC=1.FC(F)(F)C(OC(=O)C(F)(F)F)=O. (4) The reactants are: [NH2:1][C@H:2]([C:7]1[CH:12]=[CH:11][CH:10]=[CH:9][CH:8]=1)[CH2:3][C:4]([OH:6])=[O:5].S(=O)(=O)(O)O.[CH3:18]O. Given the product [NH2:1][C@H:2]([C:7]1[CH:12]=[CH:11][CH:10]=[CH:9][CH:8]=1)[CH2:3][C:4]([O:6][CH3:18])=[O:5], predict the reactants needed to synthesize it. (5) The reactants are: [C:1]([O:5][C:6](=[O:24])[NH:7][CH:8]([C:10]1[CH:15]=[C:14]([Cl:16])[C:13]([CH3:17])=[C:12]([CH:18]2[CH2:21][NH:20][CH2:19]2)[C:11]=1[O:22][CH3:23])[CH3:9])([CH3:4])([CH3:3])[CH3:2].CO.[CH3:27][C:28]([CH3:30])=O.C(O[BH-](OC(=O)C)OC(=O)C)(=O)C.[Na+]. Given the product [C:1]([O:5][C:6](=[O:24])[NH:7][CH:8]([C:10]1[CH:15]=[C:14]([Cl:16])[C:13]([CH3:17])=[C:12]([CH:18]2[CH2:21][N:20]([CH:28]([CH3:30])[CH3:27])[CH2:19]2)[C:11]=1[O:22][CH3:23])[CH3:9])([CH3:4])([CH3:2])[CH3:3], predict the reactants needed to synthesize it. (6) Given the product [CH2:16]([O:15][C:14](=[O:18])[CH2:1][C:2]([C:4]1[CH:9]=[CH:8][C:7]([O:10][CH3:11])=[CH:6][CH:5]=1)=[O:3])[CH3:17], predict the reactants needed to synthesize it. The reactants are: [CH3:1][C:2]([C:4]1[CH:9]=[CH:8][C:7]([O:10][CH3:11])=[CH:6][CH:5]=1)=[O:3].[H-].[Na+].[C:14](=O)([O:18]CC)[O:15][CH2:16][CH3:17].Cl. (7) Given the product [NH2:3][C:4]1[N:5]([CH3:22])[C:6](=[O:21])[C:7]2([C:17]3[C:12](=[CH:13][CH:14]=[C:15]([Br:18])[CH:16]=3)[O:11][C:10]([CH3:19])([CH3:20])[CH2:9]2)[N:8]=1, predict the reactants needed to synthesize it. The reactants are: [H-].[Na+].[NH2:3][C:4]1[NH:8][C:7]2([C:17]3[C:12](=[CH:13][CH:14]=[C:15]([Br:18])[CH:16]=3)[O:11][C:10]([CH3:20])([CH3:19])[CH2:9]2)[C:6](=[O:21])[N:5]=1.[CH3:22]I.